Dataset: Full USPTO retrosynthesis dataset with 1.9M reactions from patents (1976-2016). Task: Predict the reactants needed to synthesize the given product. The reactants are: [BH4-].[Na+].[CH:3]([C:5]1[N:10]=[C:9]([C:11]2[N:16]=[CH:15][C:14]3[CH:17]=[N:18][N:19]([C:20]4[N:25]=[C:24]([N:26]5[CH2:31][CH2:30][N:29]([C:32]([O:34][C:35]([CH3:38])([CH3:37])[CH3:36])=[O:33])[CH2:28][CH2:27]5)[CH:23]=[CH:22][CH:21]=4)[C:13]=3[CH:12]=2)[CH:8]=[N:7][CH:6]=1)=[O:4]. Given the product [OH:4][CH2:3][C:5]1[N:10]=[C:9]([C:11]2[N:16]=[CH:15][C:14]3[CH:17]=[N:18][N:19]([C:20]4[N:25]=[C:24]([N:26]5[CH2:27][CH2:28][N:29]([C:32]([O:34][C:35]([CH3:38])([CH3:37])[CH3:36])=[O:33])[CH2:30][CH2:31]5)[CH:23]=[CH:22][CH:21]=4)[C:13]=3[CH:12]=2)[CH:8]=[N:7][CH:6]=1, predict the reactants needed to synthesize it.